Dataset: Peptide-MHC class I binding affinity with 185,985 pairs from IEDB/IMGT. Task: Regression. Given a peptide amino acid sequence and an MHC pseudo amino acid sequence, predict their binding affinity value. This is MHC class I binding data. (1) The peptide sequence is MPRLSRNAA. The MHC is HLA-B18:01 with pseudo-sequence HLA-B18:01. The binding affinity (normalized) is 0.166. (2) The peptide sequence is LQISRVNDL. The MHC is HLA-B15:03 with pseudo-sequence HLA-B15:03. The binding affinity (normalized) is 0.673. (3) The peptide sequence is LPQTRWQAV. The MHC is HLA-A26:01 with pseudo-sequence HLA-A26:01. The binding affinity (normalized) is 0.0847. (4) The peptide sequence is AAYHPQQFIYA. The MHC is HLA-A02:06 with pseudo-sequence HLA-A02:06. The binding affinity (normalized) is 0.521. (5) The peptide sequence is YYWPRPRRY. The binding affinity (normalized) is 1.00. The MHC is HLA-C07:02 with pseudo-sequence HLA-C07:02.